From a dataset of Full USPTO retrosynthesis dataset with 1.9M reactions from patents (1976-2016). Predict the reactants needed to synthesize the given product. (1) Given the product [CH3:36][C:14]1([N:8]2[CH2:7][C:6]3[C:10](=[CH:11][CH:12]=[C:4]([CH2:3][NH:2][C:29](=[O:30])[C:28]4[CH:32]=[CH:33][C:25]([O:24][C:23]([F:35])([F:34])[F:22])=[CH:26][CH:27]=4)[CH:5]=3)[C:9]2=[O:13])[CH2:19][CH2:18][C:17](=[O:20])[NH:16][C:15]1=[O:21], predict the reactants needed to synthesize it. The reactants are: Cl.[NH2:2][CH2:3][C:4]1[CH:5]=[C:6]2[C:10](=[CH:11][CH:12]=1)[C:9](=[O:13])[N:8]([CH:14]1[CH2:19][CH2:18][C:17](=[O:20])[NH:16][C:15]1=[O:21])[CH2:7]2.[F:22][C:23]([F:35])([F:34])[O:24][C:25]1[CH:33]=[CH:32][C:28]([C:29](Cl)=[O:30])=[CH:27][CH:26]=1.[CH2:36](N(CC)CC)C. (2) Given the product [CH3:40][C:39]([CH3:42])([CH3:41])[C@H:35]([NH:34][C:32](=[O:33])[O:31][C:27]([CH3:30])([CH3:29])[CH3:28])[C:36]([N:10]1[C@H:9]([C:14](=[O:15])[NH:16][C@H:17]2[C:26]3[C:21](=[CH:22][CH:23]=[CH:24][CH:25]=3)[CH2:20][CH2:19][CH2:18]2)[CH2:8][C:7]2[C:12](=[CH:13][C:4]([N+:1]([O-:3])=[O:2])=[CH:5][CH:6]=2)[CH2:11]1)=[O:37], predict the reactants needed to synthesize it. The reactants are: [N+:1]([C:4]1[CH:13]=[C:12]2[C:7]([CH2:8][C@@H:9]([C:14]([NH:16][C@H:17]3[C:26]4[C:21](=[CH:22][CH:23]=[CH:24][CH:25]=4)[CH2:20][CH2:19][CH2:18]3)=[O:15])[NH:10][CH2:11]2)=[CH:6][CH:5]=1)([O-:3])=[O:2].[C:27]([O:31][C:32]([NH:34][C@@H:35]([C:39]([CH3:42])([CH3:41])[CH3:40])[C:36](O)=[O:37])=[O:33])([CH3:30])([CH3:29])[CH3:28]. (3) Given the product [C:1]([O:5][C:6]([N:8]1[CH2:13][CH2:12][CH:11]([CH2:14][CH2:15][N:16]2[CH2:17][CH2:18][N:19]([C:22]3[CH:27]=[CH:26][C:25]([C:28]([NH:34][NH2:35])=[O:29])=[CH:24][CH:23]=3)[CH2:20][CH2:21]2)[CH2:10][CH2:9]1)=[O:7])([CH3:4])([CH3:3])[CH3:2], predict the reactants needed to synthesize it. The reactants are: [C:1]([O:5][C:6]([N:8]1[CH2:13][CH2:12][CH:11]([CH2:14][CH2:15][N:16]2[CH2:21][CH2:20][N:19]([C:22]3[CH:27]=[CH:26][C:25]([C:28](OCC)=[O:29])=[CH:24][CH:23]=3)[CH2:18][CH2:17]2)[CH2:10][CH2:9]1)=[O:7])([CH3:4])([CH3:3])[CH3:2].O.[NH2:34][NH2:35]. (4) Given the product [Cl:1][C:2]1[CH:3]=[C:4]([NH:15]/[CH:24]=[C:18](\[C:16]#[N:17])/[C:19]([O:21][CH2:22][CH3:23])=[O:20])[CH:5]=[CH:6][C:7]=1[C:8]1[CH:13]=[CH:12][C:11]([Cl:14])=[CH:10][CH:9]=1, predict the reactants needed to synthesize it. The reactants are: [Cl:1][C:2]1[CH:3]=[C:4]([NH2:15])[CH:5]=[CH:6][C:7]=1[C:8]1[CH:13]=[CH:12][C:11]([Cl:14])=[CH:10][CH:9]=1.[C:16](/[C:18](=[CH:24]\OCC)/[C:19]([O:21][CH2:22][CH3:23])=[O:20])#[N:17]. (5) Given the product [CH:1]([C:4]1[CH:9]=[CH:8][C:7]([C:10](=[O:12])[CH3:11])=[C:6]([O:13][CH3:14])[CH:5]=1)([CH3:3])[CH3:2], predict the reactants needed to synthesize it. The reactants are: [CH:1]([C:4]1[CH:9]=[CH:8][C:7]([C:10](=[O:12])[CH3:11])=[C:6]([OH:13])[CH:5]=1)([CH3:3])[CH3:2].[C:14]([O-])([O-])=O.[K+].[K+].CI. (6) Given the product [C:13]1([N:19]2[C:4]([NH2:5])=[CH:3][C:2]([CH:6]3[CH2:11][CH2:10][O:9][CH2:8][CH2:7]3)=[N:20]2)[CH:18]=[CH:17][CH:16]=[CH:15][CH:14]=1, predict the reactants needed to synthesize it. The reactants are: O=[C:2]([CH:6]1[CH2:11][CH2:10][O:9][CH2:8][CH2:7]1)[CH2:3][C:4]#[N:5].Cl.[C:13]1([NH:19][NH2:20])[CH:18]=[CH:17][CH:16]=[CH:15][CH:14]=1.CCOCC. (7) Given the product [F:1][C:2]1[C:10]2[O:9][C:8]([C:17]3([OH:16])[CH2:18][CH2:19][N:20]([C:23]([O:25][C:26]([CH3:28])([CH3:27])[CH3:29])=[O:24])[CH2:21][CH2:22]3)=[CH:7][C:6]=2[CH:5]=[CH:4][CH:3]=1, predict the reactants needed to synthesize it. The reactants are: [F:1][C:2]1[C:10]2[O:9][CH:8]=[CH:7][C:6]=2[CH:5]=[CH:4][CH:3]=1.[Li]CCCC.[O:16]=[C:17]1[CH2:22][CH2:21][N:20]([C:23]([O:25][C:26]([CH3:29])([CH3:28])[CH3:27])=[O:24])[CH2:19][CH2:18]1. (8) Given the product [CH3:42][O:41][C:39](=[O:40])[CH2:38][O:32][C:30]1[CH:29]=[CH:28][C:19]2[O:20][CH:21]=[C:22]3[NH:27][CH:26]=[CH:25][CH:24]=[C:23]3[C:17](=[CH:16][CH2:15][CH2:14][N:11]3[CH2:12][CH2:13][C:8]([C:5]4[CH:6]=[CH:7][C:2]([Cl:1])=[CH:3][CH:4]=4)([OH:34])[CH:9]([CH3:33])[CH2:10]3)[C:18]=2[CH:31]=1, predict the reactants needed to synthesize it. The reactants are: [Cl:1][C:2]1[CH:7]=[CH:6][C:5]([C:8]2([OH:34])[CH2:13][CH2:12][N:11]([CH2:14][CH2:15][CH:16]=[C:17]3[C:23]4[CH:24]=[CH:25][CH:26]=[N:27][C:22]=4[CH2:21][O:20][C:19]4[CH:28]=[CH:29][C:30]([OH:32])=[CH:31][C:18]3=4)[CH2:10][CH:9]2[CH3:33])=[CH:4][CH:3]=1.[H-].[Na+].Br[CH2:38][C:39]([O:41][CH3:42])=[O:40].